Dataset: Reaction yield outcomes from USPTO patents with 853,638 reactions. Task: Predict the reaction yield, written as a fraction of the theoretical maximum amount of product (1.0 means a 100% yield; for example, 0.34 means a 34% yield). (1) The reactants are [CH3:1][C@H:2]1[N:7]([C:8]2[CH:9]=[N:10][C:11]([N+:14]([O-])=O)=[CH:12][CH:13]=2)[CH2:6][CH2:5][N:4]([C:17]([O:19][C:20]([CH3:23])([CH3:22])[CH3:21])=[O:18])[CH2:3]1. The catalyst is [Pd].CO. The product is [NH2:14][C:11]1[N:10]=[CH:9][C:8]([N:7]2[CH2:6][CH2:5][N:4]([C:17]([O:19][C:20]([CH3:23])([CH3:22])[CH3:21])=[O:18])[CH2:3][C@H:2]2[CH3:1])=[CH:13][CH:12]=1. The yield is 0.810. (2) The reactants are Br[C:2]1[CH:7]=[CH:6][CH:5]=[CH:4][C:3]=1[CH:8]([OH:28])[CH2:9][O:10][Si:11]([C:24]([CH3:27])([CH3:26])[CH3:25])([C:18]1[CH:23]=[CH:22][CH:21]=[CH:20][CH:19]=1)[C:12]1[CH:17]=[CH:16][CH:15]=[CH:14][CH:13]=1.C([Li])CCC.[O:34]=[C:35]1[CH2:40][CH2:39][N:38]([C:41]([O:43][CH2:44][CH3:45])=[O:42])[CH2:37][CH2:36]1. The catalyst is O1CCCC1. The product is [Si:11]([O:10][CH2:9][CH:8]([C:3]1[CH:4]=[CH:5][CH:6]=[CH:7][C:2]=1[C:35]1([OH:34])[CH2:36][CH2:37][N:38]([C:41]([O:43][CH2:44][CH3:45])=[O:42])[CH2:39][CH2:40]1)[OH:28])([C:24]([CH3:27])([CH3:26])[CH3:25])([C:18]1[CH:23]=[CH:22][CH:21]=[CH:20][CH:19]=1)[C:12]1[CH:17]=[CH:16][CH:15]=[CH:14][CH:13]=1. The yield is 0.260. (3) The reactants are [NH2:1][C:2]1[N:7]=[C:6]([NH:8][C:9]2[CH:23]=[CH:22][C:12]([O:13][C:14]3[CH:19]=[CH:18][N:17]=[C:16]([C:20]#[N:21])[CH:15]=3)=[CH:11][CH:10]=2)[CH:5]=[C:4]([C:24]2[CH:29]=[CH:28][CH:27]=[CH:26][CH:25]=2)[N:3]=1.C([O-])(=O)C.[Na+].[Br:35]Br.ClCCl. The catalyst is C(O)(=O)C.O. The product is [NH2:1][C:2]1[N:7]=[C:6]([NH:8][C:9]2[CH:23]=[CH:22][C:12]([O:13][C:14]3[CH:19]=[CH:18][N:17]=[C:16]([C:20]#[N:21])[CH:15]=3)=[CH:11][CH:10]=2)[C:5]([Br:35])=[C:4]([C:24]2[CH:25]=[CH:26][CH:27]=[CH:28][CH:29]=2)[N:3]=1. The yield is 0.830. (4) The reactants are [CH3:1][C:2]1[O:6][N:5]=[C:4]([C:7]2[CH:12]=[CH:11][CH:10]=[CH:9][CH:8]=2)[C:3]=1[C:13]1[CH:18]=[CH:17][C:16]([S:19]([NH:22][C:23](=[O:25])[CH3:24])(=[O:21])=[O:20])=[CH:15][CH:14]=1.Br[CH2:27][C:28]([O:30][CH2:31][CH3:32])=[O:29].CCN(CC)CC. The catalyst is ClCCl. The product is [C:23]([N:22]([S:19]([C:16]1[CH:17]=[CH:18][C:13]([C:3]2[C:4]([C:7]3[CH:8]=[CH:9][CH:10]=[CH:11][CH:12]=3)=[N:5][O:6][C:2]=2[CH3:1])=[CH:14][CH:15]=1)(=[O:20])=[O:21])[CH2:27][C:28]([O:30][CH2:31][CH3:32])=[O:29])(=[O:25])[CH3:24]. The yield is 0.320. (5) The reactants are C([O:8][C@H:9]1[CH2:14][CH2:13][CH2:12][CH2:11][C@@H:10]1[N:15]1[CH2:20][CH2:19][C:18]2[N:21]([C:33]3[CH:38]=[CH:37][CH:36]=[CH:35][C:34]=3[Cl:39])[C:22]([C:25]3[CH:30]=[CH:29][C:28]([O:31][CH3:32])=[CH:27][CH:26]=3)=[C:23]([CH3:24])[C:17]=2[C:16]1=[O:40])C1C=CC=CC=1.C(O[C@H]1CCCC[C@@H]1N)C1C=CC=CC=1.ClC1C=CC=CC=1N1C2NCCCC=2C=C1C1C=CC(OC)=CC=1.C[Si](I)(C)C. The catalyst is C(Cl)Cl. The product is [Cl:39][C:34]1[CH:35]=[CH:36][CH:37]=[CH:38][C:33]=1[N:21]1[C:18]2[CH2:19][CH2:20][N:15]([C@H:10]3[CH2:11][CH2:12][CH2:13][CH2:14][C@@H:9]3[OH:8])[C:16](=[O:40])[C:17]=2[C:23]([CH3:24])=[C:22]1[C:25]1[CH:26]=[CH:27][C:28]([O:31][CH3:32])=[CH:29][CH:30]=1. The yield is 0.240. (6) The reactants are [Cl:1][C:2]1[C:11]([O:12]CC)=[N:10][C:9](N)=[C:8]2[C:3]=1[CH:4]=[CH:5][CH:6]=[N:7]2.N1C=CC=CC=1.[FH:22].N([O-])=O.[Na+].C([O-])(O)=O.[Na+].[Al+3].[Cl-].[Cl-].[Cl-]. The catalyst is O. The product is [Cl:1][C:2]1[C:11]([OH:12])=[N:10][C:9]([F:22])=[C:8]2[C:3]=1[CH:4]=[CH:5][CH:6]=[N:7]2. The yield is 0.880. (7) The reactants are [I-].[CH3:2][S+](C)(C)=O.[H-].[Na+].[F:9][C:10]1[CH:11]=[C:12]2[C:16](=[CH:17][CH:18]=1)[NH:15][C:14](=[O:19])/[C:13]/2=[CH:20]/[C:21]1[CH:29]=[C:28]2[C:24]([C:25]([I:38])=[N:26][N:27]2[CH2:30][O:31][CH2:32][CH2:33][Si:34]([CH3:37])([CH3:36])[CH3:35])=[CH:23][CH:22]=1. The catalyst is CN(C=O)C. The product is [F:9][C:10]1[CH:11]=[C:12]2[C:16](=[CH:17][CH:18]=1)[NH:15][C:14](=[O:19])[C@:13]12[CH2:2][C@H:20]1[C:21]1[CH:29]=[C:28]2[C:24]([C:25]([I:38])=[N:26][N:27]2[CH2:30][O:31][CH2:32][CH2:33][Si:34]([CH3:37])([CH3:36])[CH3:35])=[CH:23][CH:22]=1. The yield is 0.460. (8) The product is [ClH:1].[Cl:1][C:2]1[CH:3]=[CH:4][C:5]([CH2:8][O:9][C:10]2[CH:15]=[CH:14][N:13]([C:16]3[CH:21]=[CH:20][C:19]4[C:22]5[CH2:28][CH2:27][NH:26][CH2:25][CH2:24][C:23]=5[S:36][C:18]=4[CH:17]=3)[C:12](=[O:37])[CH:11]=2)=[N:6][CH:7]=1. No catalyst specified. The yield is 0.820. The reactants are [Cl:1][C:2]1[CH:3]=[CH:4][C:5]([CH2:8][O:9][C:10]2[CH:15]=[CH:14][N:13]([C:16]3[CH:21]=[CH:20][C:19]4[C:22]5[CH2:28][CH2:27][N:26](C(OC(C)(C)C)=O)[CH2:25][CH2:24][C:23]=5[S:36][C:18]=4[CH:17]=3)[C:12](=[O:37])[CH:11]=2)=[N:6][CH:7]=1.Cl.